From a dataset of Reaction yield outcomes from USPTO patents with 853,638 reactions. Predict the reaction yield, written as a fraction of the theoretical maximum amount of product (1.0 means a 100% yield; for example, 0.34 means a 34% yield). (1) The reactants are [CH:1]1[C:13]2[NH:12][C:11]3[C:6](=[CH:7][CH:8]=[CH:9][CH:10]=3)[C:5]=2[CH:4]=[CH:3][CH:2]=1.Br[CH2:15][CH2:16][CH2:17][CH2:18][CH2:19][CH2:20][CH2:21][CH2:22][CH2:23][CH3:24].[OH-].[Na+]. The catalyst is [Br+].C([N+](CCCC)(CCCC)CCCC)CCC.C1C=CC=CC=1. The product is [CH2:15]([N:12]1[C:11]2[CH:10]=[CH:9][CH:8]=[CH:7][C:6]=2[C:5]2[C:13]1=[CH:1][CH:2]=[CH:3][CH:4]=2)[CH2:16][CH2:17][CH2:18][CH2:19][CH2:20][CH2:21][CH2:22][CH2:23][CH3:24]. The yield is 0.900. (2) The reactants are [CH3:1][C:2]1[CH:3]=[CH:4][C:5]2[O:9][C:8]([C:10]3[CH:11]=[CH:12][C:13]4[CH:14]=[C:15]5[C:22](=[O:23])[NH:21][CH2:20][CH2:19][N:16]5[C:17]=4[CH:18]=3)=[N:7][C:6]=2[C:24]=1[N+:25]([O-])=O.[Cl-].[NH4+]. The catalyst is CCO.[Zn]. The product is [NH2:25][C:24]1[C:6]2[N:7]=[C:8]([C:10]3[CH:11]=[CH:12][C:13]4[CH:14]=[C:15]5[C:22](=[O:23])[NH:21][CH2:20][CH2:19][N:16]5[C:17]=4[CH:18]=3)[O:9][C:5]=2[CH:4]=[CH:3][C:2]=1[CH3:1]. The yield is 0.780.